From a dataset of Forward reaction prediction with 1.9M reactions from USPTO patents (1976-2016). Predict the product of the given reaction. Given the reactants C[Si]([N-][Si](C)(C)C)(C)C.[Na+].[F:11][C:12]1[CH:17]=[C:16]([CH3:18])[CH:15]=[CH:14][N:13]=1.[F:19][C:20]1[CH:30]=[CH:29][C:23]([C:24](OCC)=[O:25])=[CH:22][CH:21]=1.Cl.[OH-].[Na+], predict the reaction product. The product is: [F:19][C:20]1[CH:30]=[CH:29][C:23]([C:24](=[O:25])[CH2:18][C:16]2[CH:15]=[CH:14][N:13]=[C:12]([F:11])[CH:17]=2)=[CH:22][CH:21]=1.